Dataset: Catalyst prediction with 721,799 reactions and 888 catalyst types from USPTO. Task: Predict which catalyst facilitates the given reaction. (1) Reactant: [N+:1]([C:4]1[CH:21]=[CH:20][C:19]2[C:18]3[C:13](=[CH:14][CH:15]=[CH:16][CH:17]=3)[C:12]3[C:7](=[CH:8][CH:9]=[CH:10][CH:11]=3)[C:6]=2[CH:5]=1)([O-])=O.NN. Product: [NH2:1][C:4]1[CH:21]=[CH:20][C:19]2[C:18]3[C:13](=[CH:14][CH:15]=[CH:16][CH:17]=3)[C:12]3[C:7](=[CH:8][CH:9]=[CH:10][CH:11]=3)[C:6]=2[CH:5]=1. The catalyst class is: 29. (2) Reactant: B(O)O.[F:4][C:5]([F:26])([F:25])[CH2:6][N:7]1[C:12](=[O:13])[C:11](Cl)=[C:10]([C:15]2[CH:20]=[CH:19][C:18]([S:21]([CH3:24])(=[O:23])=[O:22])=[CH:17][CH:16]=2)[CH:9]=[N:8]1.[F-:27].[Cs+].N. Product: [F:4][C:5]([F:26])([F:25])[CH2:6][N:7]1[C:12](=[O:13])[C:11]([C:17]2[CH:18]=[CH:19][C:20]([F:27])=[C:15]([CH3:10])[CH:16]=2)=[C:10]([C:15]2[CH:20]=[CH:19][C:18]([S:21]([CH3:24])(=[O:23])=[O:22])=[CH:17][CH:16]=2)[CH:9]=[N:8]1. The catalyst class is: 837. (3) Reactant: Cl[C:2]1[C:11]2[C:6](=[CH:7][C:8]([C:13]#[N:14])=[C:9]([F:12])[CH:10]=2)[N:5]=[CH:4][CH:3]=1.[Cl:15][C:16]1[CH:17]=[C:18](C2C3C(=CC(C#N)=C(F)C=3)C=CN=2)[CH:19]=[N:20][C:21]=1[O:22][CH2:23][CH:24]([CH3:26])[CH3:25].C([O-])([O-])=O.[Cs+].[Cs+]. Product: [Cl:15][C:16]1[CH:17]=[C:18]([C:2]2[C:11]3[C:6](=[CH:7][C:8]([C:13]#[N:14])=[C:9]([F:12])[CH:10]=3)[N:5]=[CH:4][CH:3]=2)[CH:19]=[N:20][C:21]=1[O:22][CH2:23][CH:24]([CH3:26])[CH3:25]. The catalyst class is: 75. (4) Reactant: [CH3:1][C:2]1([CH3:16])[C:6]([CH3:8])([CH3:7])[O:5][B:4]([C:9]2[CH:14]=[CH:13][C:12]([OH:15])=[CH:11][CH:10]=2)[O:3]1.C([O-])([O-])=O.[K+].[K+].Br[CH2:24][C:25]#[N:26]. Product: [CH3:8][C:6]1([CH3:7])[C:2]([CH3:16])([CH3:1])[O:3][B:4]([C:9]2[CH:14]=[CH:13][C:12]([O:15][CH2:24][C:25]#[N:26])=[CH:11][CH:10]=2)[O:5]1. The catalyst class is: 3. (5) Reactant: [NH4+].[Cl-].[CH2:3]([C:6]1([CH2:26][O:27][CH3:28])[CH2:15][CH2:14][C:13]2[C:8](=[CH:9][CH:10]=[C:11]([C:16]3[CH:21]=[CH:20][C:19]([N+:22]([O-])=O)=[CH:18][CH:17]=3)[CH:12]=2)[C:7]1=[O:25])[CH:4]=[CH2:5]. Product: [CH2:3]([C:6]1([CH2:26][O:27][CH3:28])[CH2:15][CH2:14][C:13]2[C:8](=[CH:9][CH:10]=[C:11]([C:16]3[CH:17]=[CH:18][C:19]([NH2:22])=[CH:20][CH:21]=3)[CH:12]=2)[C:7]1=[O:25])[CH:4]=[CH2:5]. The catalyst class is: 190. (6) Product: [NH2:1][C:2]1[CH:3]=[CH:4][C:5]([CH2:6][C:7]2[N:12]3[CH:13]=[C:14]([C:16]4[C:24]5[C:19](=[N:20][CH:21]=[CH:22][CH:23]=5)[NH:18][CH:17]=4)[CH:15]=[C:11]3[C:10](=[O:25])[NH:9][CH:8]=2)=[CH:37][CH:38]=1. The catalyst class is: 390. Reactant: [NH2:1][C:2]1[CH:38]=[CH:37][C:5]([CH2:6][C:7]2[N:12]3[CH:13]=[C:14]([C:16]4[C:24]5[C:19](=[N:20][CH:21]=[CH:22][CH:23]=5)[NH:18][CH:17]=4)[CH:15]=[C:11]3[C:10](=[O:25])[N:9](CC3C=CC(OC)=CC=3OC)[CH:8]=2)=[CH:4][CH:3]=1.FC(F)(F)C(O)=O.